Dataset: Peptide-MHC class I binding affinity with 185,985 pairs from IEDB/IMGT. Task: Regression. Given a peptide amino acid sequence and an MHC pseudo amino acid sequence, predict their binding affinity value. This is MHC class I binding data. (1) The peptide sequence is HPKLRPILL. The MHC is HLA-A23:01 with pseudo-sequence HLA-A23:01. The binding affinity (normalized) is 0.0847. (2) The peptide sequence is YTAKVPLVY. The MHC is HLA-A29:02 with pseudo-sequence HLA-A29:02. The binding affinity (normalized) is 0.773. (3) The peptide sequence is IQQLPETYF. The MHC is HLA-B27:05 with pseudo-sequence HLA-B27:05. The binding affinity (normalized) is 0.0847. (4) The peptide sequence is STPEPLNDV. The MHC is Mamu-A02 with pseudo-sequence Mamu-A02. The binding affinity (normalized) is 0. (5) The binding affinity (normalized) is 0. The peptide sequence is PLMGGAYIAFPTSCHMFI. The MHC is HLA-B35:01 with pseudo-sequence HLA-B35:01. (6) The peptide sequence is RIRTWKSLVK. The MHC is HLA-A02:06 with pseudo-sequence HLA-A02:06. The binding affinity (normalized) is 0. (7) The peptide sequence is CQCTVQEFI. The MHC is HLA-A26:01 with pseudo-sequence HLA-A26:01. The binding affinity (normalized) is 0.0646.